Dataset: Catalyst prediction with 721,799 reactions and 888 catalyst types from USPTO. Task: Predict which catalyst facilitates the given reaction. (1) Reactant: S(O[CH2:12][CH:13]1[CH2:16][N:15]([C:17]([O:19][C:20]([CH3:23])([CH3:22])[CH3:21])=[O:18])[CH2:14]1)(C1C=CC(C)=CC=1)(=O)=O.[I-:24].[Li+]. Product: [C:20]([O:19][C:17]([N:15]1[CH2:16][CH:13]([CH2:12][I:24])[CH2:14]1)=[O:18])([CH3:23])([CH3:22])[CH3:21]. The catalyst class is: 372. (2) Reactant: [N:1]1([C:6]2[CH:15]=[CH:14][C:9]([C:10]([O:12]C)=[O:11])=[CH:8][N:7]=2)[CH:5]=[N:4][N:3]=[N:2]1.[OH-].[Li+]. Product: [N:1]1([C:6]2[CH:15]=[CH:14][C:9]([C:10]([OH:12])=[O:11])=[CH:8][N:7]=2)[CH:5]=[N:4][N:3]=[N:2]1. The catalyst class is: 20. (3) The catalyst class is: 22. Reactant: O[CH2:2][C:3]1[N:4]=[C:5]([CH3:12])[O:6][C:7]=1[CH2:8][CH2:9][S:10][CH3:11].S(Cl)([Cl:15])=O. Product: [ClH:15].[Cl:15][CH2:2][C:3]1[N:4]=[C:5]([CH3:12])[O:6][C:7]=1[CH2:8][CH2:9][S:10][CH3:11]. (4) Reactant: [OH:1][CH2:2][C:3]([C:5]1[CH:10]=[CH:9][C:8]([O:11][CH3:12])=[CH:7][CH:6]=1)=O.[C:13](#[N:17])[CH2:14][C:15]#[N:16].C(NCC)C.O. Product: [NH2:17][C:13]1[O:1][CH:2]=[C:3]([C:5]2[CH:10]=[CH:9][C:8]([O:11][CH3:12])=[CH:7][CH:6]=2)[C:14]=1[C:15]#[N:16]. The catalyst class is: 3. (5) Reactant: Br[C:2]1[CH:31]=[CH:30][C:5]([CH2:6][NH:7][S:8]([C:11]2[CH:16]=[C:15]([S:17]([C:20]3[CH:25]=[CH:24][CH:23]=[CH:22][CH:21]=3)(=[O:19])=[O:18])[CH:14]=[CH:13][C:12]=2[C:26]([F:29])([F:28])[F:27])(=[O:10])=[O:9])=[CH:4][CH:3]=1.B(O)(O)[C:33]1[CH:38]=[CH:37][CH:36]=[C:35]([C:39]([O:41][C:42]([CH3:45])([CH3:44])[CH3:43])=[O:40])[CH:34]=1.C(=O)([O-])[O-].[Na+].[Na+]. Product: [C:42]([O:41][C:39]([C:35]1[CH:34]=[C:33]([C:2]2[CH:3]=[CH:4][C:5]([CH2:6][NH:7][S:8]([C:11]3[CH:16]=[C:15]([S:17]([C:20]4[CH:21]=[CH:22][CH:23]=[CH:24][CH:25]=4)(=[O:19])=[O:18])[CH:14]=[CH:13][C:12]=3[C:26]([F:27])([F:28])[F:29])(=[O:9])=[O:10])=[CH:30][CH:31]=2)[CH:38]=[CH:37][CH:36]=1)=[O:40])([CH3:45])([CH3:44])[CH3:43]. The catalyst class is: 437. (6) Reactant: Cl[C:2]1[CH:7]=[CH:6][CH:5]=[CH:4][N:3]=1.CCN(C(C)C)C(C)C.[NH:17]1[CH2:23][CH2:22][CH2:21][NH:20][CH2:19][CH2:18]1. Product: [N:3]1[CH:4]=[CH:5][CH:6]=[CH:7][C:2]=1[N:17]1[CH2:23][CH2:22][CH2:21][NH:20][CH2:19][CH2:18]1. The catalyst class is: 44. (7) Reactant: [CH:1]1([NH:6][C:7]2[N:16]=[CH:15][C:14]3[CH2:13][CH2:12][C:11]4[C:17]([C:21]([O-])=[O:22])=[N:18][N:19]([CH3:20])[C:10]=4[C:9]=3[N:8]=2)[CH2:5][CH2:4][CH2:3][CH2:2]1.[K+].O1CCCC1.C([N:32](C(C)C)C(C)C)C.N1(C([O-])=O)C2C=CC=CC=2N=N1.[NH4+]. Product: [CH:1]1([NH:6][C:7]2[N:16]=[CH:15][C:14]3[CH2:13][CH2:12][C:11]4[C:17]([C:21]([NH2:32])=[O:22])=[N:18][N:19]([CH3:20])[C:10]=4[C:9]=3[N:8]=2)[CH2:2][CH2:3][CH2:4][CH2:5]1. The catalyst class is: 6.